Dataset: Full USPTO retrosynthesis dataset with 1.9M reactions from patents (1976-2016). Task: Predict the reactants needed to synthesize the given product. (1) Given the product [CH:17]1[N:21]2[C:22]3[C:28]([CH2:29][NH:1][C@H:2]4[CH2:7][CH2:6][C@H:5]([CH2:8][NH:9][C:10](=[O:16])[O:11][C:12]([CH3:13])([CH3:15])[CH3:14])[CH2:4][CH2:3]4)=[CH:27][NH:26][C:23]=3[N:24]=[CH:25][C:20]2=[N:19][N:18]=1, predict the reactants needed to synthesize it. The reactants are: [NH2:1][C@H:2]1[CH2:7][CH2:6][C@H:5]([CH2:8][NH:9][C:10](=[O:16])[O:11][C:12]([CH3:15])([CH3:14])[CH3:13])[CH2:4][CH2:3]1.[CH:17]1[N:21]2[C:22]3[C:28]([CH:29]=O)=[CH:27][NH:26][C:23]=3[N:24]=[CH:25][C:20]2=[N:19][N:18]=1.C(O[BH-](OC(=O)C)OC(=O)C)(=O)C.[Na+].C([O-])(O)=O.[Na+].O. (2) Given the product [Br:15][C:16]1[S:17][C:18]([CH2:21][CH2:22][NH:6][C:5]2[CH:7]=[CH:8][C:9]([C:10]3[O:14][CH:13]=[N:12][CH:11]=3)=[C:3]([O:2][CH3:1])[CH:4]=2)=[CH:19][CH:20]=1, predict the reactants needed to synthesize it. The reactants are: [CH3:1][O:2][C:3]1[CH:4]=[C:5]([CH:7]=[CH:8][C:9]=1[C:10]1[O:14][CH:13]=[N:12][CH:11]=1)[NH2:6].[Br:15][C:16]1[S:17][C:18]([CH2:21][CH2:22]Br)=[CH:19][CH:20]=1. (3) Given the product [Br:9][C:10]1[C:19]([O:20][CH3:21])=[CH:18][C:13]([C:14]([O:16][CH3:17])=[O:15])=[CH:12][C:11]=1[O:22][CH2:1][CH3:2], predict the reactants needed to synthesize it. The reactants are: [CH2:1](I)[CH3:2].CN(C=O)C.[Br:9][C:10]1[C:19]([O:20][CH3:21])=[CH:18][C:13]([C:14]([O:16][CH3:17])=[O:15])=[CH:12][C:11]=1[OH:22].C(=O)([O-])[O-].[K+].[K+].